This data is from Full USPTO retrosynthesis dataset with 1.9M reactions from patents (1976-2016). The task is: Predict the reactants needed to synthesize the given product. (1) Given the product [CH2:1]([O:4][C:5]([N:7]1[C:13]2[CH:14]=[C:15]([O:20][CH2:21][CH2:45][CH2:44][C:43]([NH:42][C:51]3[CH:50]=[CH:54][N:53]([CH3:55])[C:52]=3[C:56]([OH:58])=[O:57])=[O:64])[C:16]([O:18][CH3:19])=[CH:17][C:12]=2[C:11](=[O:27])[N:10]2[CH2:28][CH2:29][CH2:30][C@H:9]2[C@@H:8]1[O:31][CH:32]1[CH2:37][CH2:36][CH2:35][CH2:34][O:33]1)=[O:6])[CH:2]=[CH2:3], predict the reactants needed to synthesize it. The reactants are: [CH2:1]([O:4][C:5]([N:7]1[C:13]2[CH:14]=[C:15]([O:20][CH2:21]CCC(O)=O)[C:16]([O:18][CH3:19])=[CH:17][C:12]=2[C:11](=[O:27])[N:10]2[CH2:28][CH2:29][CH2:30][CH:9]2[CH:8]1[O:31][CH:32]1[CH2:37][CH2:36][CH2:35][CH2:34][O:33]1)=[O:6])[CH:2]=[CH2:3].CCN=C=[N:42][CH2:43][CH2:44][CH2:45]N(C)C.N[C:50]1[CH:51]=[C:52]([C:56]([O:58]C)=[O:57])[N:53]([CH3:55])[CH:54]=1.CN(C=[O:64])C. (2) Given the product [C:17]([O:16][C:14]([N:11]1[CH2:12][CH2:13][C@H:10]1[CH2:9][O:8][C:6]1[CH:5]=[N:4][CH:3]=[C:2]([C:33]#[C:32][Si:29]([CH3:31])([CH3:30])[CH3:28])[CH:7]=1)=[O:15])([CH3:20])([CH3:19])[CH3:18], predict the reactants needed to synthesize it. The reactants are: Br[C:2]1[CH:3]=[N:4][CH:5]=[C:6]([O:8][CH2:9][C@@H:10]2[CH2:13][CH2:12][N:11]2[C:14]([O:16][C:17]([CH3:20])([CH3:19])[CH3:18])=[O:15])[CH:7]=1.C(N(CC)CC)C.[CH3:28][Si:29]([C:32]#[CH:33])([CH3:31])[CH3:30].N#N. (3) Given the product [CH3:11][O:10][C:5]1[CH:4]=[C:3]([CH2:2][C:18]#[N:19])[CH:8]=[C:7]([CH3:9])[CH:6]=1, predict the reactants needed to synthesize it. The reactants are: Br[CH2:2][C:3]1[CH:4]=[C:5]([O:10][CH3:11])[CH:6]=[C:7]([CH3:9])[CH:8]=1.[C-]#N.[Na+].[C-]#N.C[C:18]#[N:19]. (4) Given the product [F:39][C:38]1[C:37]2[CH2:36][CH2:35][CH2:34][CH2:33][C:32]=2[N:31]2[CH2:40][CH2:41][N:28]([C:24]3[N:23]=[CH:22][CH:21]=[C:20]([C:4]4[N:5]=[C:6]([NH:9][C:10]5[CH:11]=[N:12][CH:13]=[CH:14][CH:15]=5)[C:7](=[O:8])[N:2]([CH3:1])[CH:3]=4)[C:25]=3[CH:26]=[O:27])[C:29](=[O:42])[C:30]=12, predict the reactants needed to synthesize it. The reactants are: [CH3:1][N:2]1[C:7](=[O:8])[C:6]([NH:9][C:10]2[CH:11]=[N:12][CH:13]=[CH:14][CH:15]=2)=[N:5][C:4](B(O)O)=[CH:3]1.Cl[C:20]1[C:25]([CH:26]=[O:27])=[C:24]([N:28]2[CH2:41][CH2:40][N:31]3[C:32]4[CH2:33][CH2:34][CH2:35][CH2:36][C:37]=4[C:38]([F:39])=[C:30]3[C:29]2=[O:42])[N:23]=[CH:22][CH:21]=1.C([O-])([O-])=O.[Na+].[Na+].CN(C=O)C. (5) Given the product [Br:6][C:7]1[C:8]([Cl:3])=[CH:9][C:10]([CH3:14])=[N+:11]([O-:13])[CH:12]=1, predict the reactants needed to synthesize it. The reactants are: P(Cl)(Cl)([Cl:3])=O.[Br:6][C:7]1[C:8]([N+]([O-])=O)=[CH:9][C:10]([CH3:14])=[N+:11]([O-:13])[CH:12]=1.[OH-].[Na+]. (6) Given the product [Cl:20][C:17]1[CH:18]=[CH:19][C:14]([C:12]2[N:11]([C:21]3[N:22]=[N:23][C:24]([O:2][CH3:1])=[CH:25][CH:26]=3)[N:10]=[C:9]([C:7]([OH:6])=[O:8])[CH:13]=2)=[N:15][CH:16]=1, predict the reactants needed to synthesize it. The reactants are: [CH3:1][O-:2].[Na+].C([O:6][C:7]([C:9]1[CH:13]=[C:12]([C:14]2[CH:19]=[CH:18][C:17]([Cl:20])=[CH:16][N:15]=2)[N:11]([C:21]2[N:22]=[N:23][C:24](Cl)=[CH:25][CH:26]=2)[N:10]=1)=[O:8])C.